From a dataset of Full USPTO retrosynthesis dataset with 1.9M reactions from patents (1976-2016). Predict the reactants needed to synthesize the given product. Given the product [ClH:34].[F:26][C:22]1[CH:21]=[C:20]([CH:25]=[CH:24][CH:23]=1)[CH2:19][C@@H:17]1[CH2:16][NH:15][C@H:14]([C:12]([OH:13])=[O:11])[CH2:18]1, predict the reactants needed to synthesize it. The reactants are: C(C1CCC(C)CC1[O:11][C:12]([CH:14]1[CH2:18][CH:17]([CH2:19][C:20]2[CH:25]=[CH:24][CH:23]=[C:22]([F:26])[CH:21]=2)[CH2:16][N:15]1C(OC(C)(C)C)=O)=[O:13])(C)C.[ClH:34].